Task: Regression. Given a peptide amino acid sequence and an MHC pseudo amino acid sequence, predict their binding affinity value. This is MHC class II binding data.. Dataset: Peptide-MHC class II binding affinity with 134,281 pairs from IEDB The peptide sequence is CAWTIVRVEILRNFY. The MHC is DRB1_0101 with pseudo-sequence DRB1_0101. The binding affinity (normalized) is 0.613.